Dataset: Forward reaction prediction with 1.9M reactions from USPTO patents (1976-2016). Task: Predict the product of the given reaction. (1) Given the reactants [CH3:1][O:2][C:3]([CH:5]1[CH2:7][CH:6]1[C:8]([OH:10])=O)=[O:4].O1CCCC1.C(Cl)(=O)C(Cl)=O.Cl.[NH2:23][C:24]1[N:25]=[C:26]2[CH:31]=[CH:30][C:29]([O:32][C:33]3[CH:34]=[CH:35][C:36]([CH3:49])=[C:37]([NH:39][C:40]([C:42]4[N:46]([CH3:47])[N:45]=[C:44]([CH3:48])[CH:43]=4)=[O:41])[CH:38]=3)=[N:28][N:27]2[CH:50]=1, predict the reaction product. The product is: [CH3:47][N:46]1[C:42]([C:40]([NH:39][C:37]2[CH:38]=[C:33]([CH:34]=[CH:35][C:36]=2[CH3:49])[O:32][C:29]2[CH:30]=[CH:31][C:26]3[N:27]([CH:50]=[C:24]([NH:23][C:8]([CH:6]4[CH2:7][CH:5]4[C:3]([O:2][CH3:1])=[O:4])=[O:10])[N:25]=3)[N:28]=2)=[O:41])=[CH:43][C:44]([CH3:48])=[N:45]1. (2) Given the reactants [OH:1][C:2]1[CH:3]=[C:4]([CH:21]=[C:22]([O:24][C@@H:25]([CH3:29])[CH2:26][O:27][CH3:28])[CH:23]=1)[C:5]([NH:7][C:8]1[CH:12]=[C:11]([CH3:13])[N:10](C(OC(C)(C)C)=O)[N:9]=1)=[O:6].[Cl:30][C:31]1[CH:32]=[C:33]([CH:39]=[CH:40][C:41]=1F)[C:34]([O:36][CH2:37][CH3:38])=[O:35].FF, predict the reaction product. The product is: [Cl:30][C:31]1[CH:32]=[C:33]([CH:39]=[CH:40][C:41]=1[O:1][C:2]1[CH:3]=[C:4]([C:5]([NH:7][C:8]2[CH:12]=[C:11]([CH3:13])[NH:10][N:9]=2)=[O:6])[CH:21]=[C:22]([O:24][C@@H:25]([CH3:29])[CH2:26][O:27][CH3:28])[CH:23]=1)[C:34]([O:36][CH2:37][CH3:38])=[O:35]. (3) Given the reactants [N+:1]([C:4]1[CH:9]=[CH:8][C:7]([OH:10])=[CH:6][CH:5]=1)([O-:3])=[O:2].C(=O)([O-])[O-].[K+].[K+].Br[CH2:18][CH2:19][CH2:20][CH2:21][CH:22]=[CH2:23], predict the reaction product. The product is: [CH2:23]([O:10][C:7]1[CH:8]=[CH:9][C:4]([N+:1]([O-:3])=[O:2])=[CH:5][CH:6]=1)[CH2:22][CH2:21][CH2:20][CH:19]=[CH2:18]. (4) Given the reactants [C:1]([O:5][CH2:6][CH:7]([N:11]1[CH2:15][C:14]([O:16][C:17]2[CH:22]=[CH:21][CH:20]=[CH:19][C:18]=2[O:23][CH3:24])=[CH:13][C:12]1=[O:25])[C:8]([OH:10])=O)([CH3:4])([CH3:3])[CH3:2].CN(C)CCCN=C=NCC.ON1C2C=CC=CC=2N=N1.[NH2:47][C:48]1[CH:52]=[CH:51][N:50]([CH2:53][C:54]([CH3:57])([OH:56])[CH3:55])[N:49]=1, predict the reaction product. The product is: [C:1]([O:5][CH2:6][CH:7]([N:11]1[CH2:15][C:14]([O:16][C:17]2[CH:22]=[CH:21][CH:20]=[CH:19][C:18]=2[O:23][CH3:24])=[CH:13][C:12]1=[O:25])[C:8]([NH:47][C:48]1[CH:52]=[CH:51][N:50]([CH2:53][C:54]([OH:56])([CH3:55])[CH3:57])[N:49]=1)=[O:10])([CH3:3])([CH3:4])[CH3:2].